From a dataset of Forward reaction prediction with 1.9M reactions from USPTO patents (1976-2016). Predict the product of the given reaction. Given the reactants [H-].[Na+].[OH:3][C:4]1[CH:11]=[CH:10][C:7]([CH:8]=[O:9])=[C:6]([O:12][CH3:13])[CH:5]=1.[CH3:14][O:15][CH2:16][CH2:17][O:18][CH2:19]Cl.O, predict the reaction product. The product is: [CH3:13][O:12][C:6]1[CH:5]=[C:4]([O:3][CH2:14][O:15][CH2:16][CH2:17][O:18][CH3:19])[CH:11]=[CH:10][C:7]=1[CH:8]=[O:9].